This data is from NCI-60 drug combinations with 297,098 pairs across 59 cell lines. The task is: Regression. Given two drug SMILES strings and cell line genomic features, predict the synergy score measuring deviation from expected non-interaction effect. Drug 1: C1=NC2=C(N=C(N=C2N1C3C(C(C(O3)CO)O)O)F)N. Drug 2: C1=NC2=C(N1)C(=S)N=CN2. Cell line: NCI-H226. Synergy scores: CSS=25.4, Synergy_ZIP=4.83, Synergy_Bliss=-0.599, Synergy_Loewe=-10.9, Synergy_HSA=2.37.